Dataset: Full USPTO retrosynthesis dataset with 1.9M reactions from patents (1976-2016). Task: Predict the reactants needed to synthesize the given product. Given the product [NH2:1][C:4]1[CH:5]=[CH:6][C:7]([NH:10][CH2:11][CH2:12][N:13]2[CH:17]=[CH:16][C:15]([NH:18][C:19]([C:32]3[CH:37]=[CH:36][CH:35]=[CH:34][CH:33]=3)([C:26]3[CH:27]=[CH:28][CH:29]=[CH:30][CH:31]=3)[C:20]3[CH:25]=[CH:24][CH:23]=[CH:22][CH:21]=3)=[N:14]2)=[N:8][CH:9]=1, predict the reactants needed to synthesize it. The reactants are: [N+:1]([C:4]1[CH:5]=[CH:6][C:7]([NH:10][CH2:11][CH2:12][N:13]2[CH:17]=[CH:16][C:15]([NH:18][C:19]([C:32]3[CH:37]=[CH:36][CH:35]=[CH:34][CH:33]=3)([C:26]3[CH:31]=[CH:30][CH:29]=[CH:28][CH:27]=3)[C:20]3[CH:25]=[CH:24][CH:23]=[CH:22][CH:21]=3)=[N:14]2)=[N:8][CH:9]=1)([O-])=O.[H][H].